This data is from Catalyst prediction with 721,799 reactions and 888 catalyst types from USPTO. The task is: Predict which catalyst facilitates the given reaction. Reactant: [C:1]([O:5][C:6]([NH:8][C@@H:9]([CH2:13][NH:14][C:15]1[CH:20]=[CH:19][CH:18]=[CH:17][C:16]=1[NH2:21])[C:10]([OH:12])=O)=[O:7])([CH3:4])([CH3:3])[CH3:2].C[CH2:23][O:24][C:25]([CH3:27])=[O:26]. Product: [CH3:23][O:24][C:25](=[O:26])[CH2:27][N:21]1[C:16]2[CH:17]=[CH:18][CH:19]=[CH:20][C:15]=2[NH:14][CH2:13][C@H:9]([NH:8][C:6]([O:5][C:1]([CH3:2])([CH3:3])[CH3:4])=[O:7])[C:10]1=[O:12]. The catalyst class is: 3.